From a dataset of Peptide-MHC class II binding affinity with 134,281 pairs from IEDB. Regression. Given a peptide amino acid sequence and an MHC pseudo amino acid sequence, predict their binding affinity value. This is MHC class II binding data. The peptide sequence is PATPAAPGAGYTPAT. The MHC is DRB1_0101 with pseudo-sequence DRB1_0101. The binding affinity (normalized) is 0.0843.